Dataset: NCI-60 drug combinations with 297,098 pairs across 59 cell lines. Task: Regression. Given two drug SMILES strings and cell line genomic features, predict the synergy score measuring deviation from expected non-interaction effect. Drug 1: CN(C)C1=NC(=NC(=N1)N(C)C)N(C)C. Drug 2: C1CN1P(=S)(N2CC2)N3CC3. Cell line: A498. Synergy scores: CSS=-5.42, Synergy_ZIP=0.582, Synergy_Bliss=0.224, Synergy_Loewe=-11.7, Synergy_HSA=-4.59.